The task is: Regression. Given a peptide amino acid sequence and an MHC pseudo amino acid sequence, predict their binding affinity value. This is MHC class II binding data.. This data is from Peptide-MHC class II binding affinity with 134,281 pairs from IEDB. (1) The peptide sequence is GEVLNALAYDVPIPG. The MHC is HLA-DQA10401-DQB10402 with pseudo-sequence HLA-DQA10401-DQB10402. The binding affinity (normalized) is 0.246. (2) The peptide sequence is NIEFFTKNSAFPKTTHHHHHH. The MHC is DRB5_0101 with pseudo-sequence DRB5_0101. The binding affinity (normalized) is 0.808. (3) The peptide sequence is EKKYFAATQFEPLLA. The MHC is HLA-DQA10401-DQB10402 with pseudo-sequence HLA-DQA10401-DQB10402. The binding affinity (normalized) is 0.568. (4) The peptide sequence is LGHDGTVWAQSADFP. The MHC is DRB1_1001 with pseudo-sequence DRB1_1001. The binding affinity (normalized) is 0.143. (5) The peptide sequence is ELVKEVAKKTDDVAGDGTTT. The MHC is DRB1_0301 with pseudo-sequence DRB1_0301. The binding affinity (normalized) is 0. (6) The peptide sequence is FPEQPQQPYPQQP. The MHC is HLA-DQA10501-DQB10201 with pseudo-sequence HLA-DQA10501-DQB10201. The binding affinity (normalized) is 0.